Task: Predict which catalyst facilitates the given reaction.. Dataset: Catalyst prediction with 721,799 reactions and 888 catalyst types from USPTO (1) Product: [ClH:56].[ClH:56].[CH2:1]([O:8][C:9]1[CH:20]=[CH:19][CH:18]=[C:17]2[C:10]=1[NH:11][CH:12]=[C:13]2[CH2:14][CH2:15][NH:16][CH:31]1[CH2:30][CH2:29][C:28]([C:35]2[CH:36]=[CH:37][CH:38]=[CH:39][CH:40]=2)([N:27]([CH3:41])[CH3:26])[CH2:33][CH2:32]1)[C:2]1[CH:3]=[CH:4][CH:5]=[CH:6][CH:7]=1. Reactant: [CH2:1]([O:8][C:9]1[CH:20]=[CH:19][CH:18]=[C:17]2[C:10]=1[NH:11][CH:12]=[C:13]2[CH2:14][CH2:15][NH2:16])[C:2]1[CH:7]=[CH:6][CH:5]=[CH:4][CH:3]=1.C1COCC1.[CH3:26][N:27]([CH3:41])[C:28]1([C:35]2[CH:40]=[CH:39][CH:38]=[CH:37][CH:36]=2)[CH2:33][CH2:32][C:31](=O)[CH2:30][CH2:29]1.C(O[BH-](OC(=O)C)OC(=O)C)(=O)C.[Na+].[Cl:56]CCCl. The catalyst class is: 15. (2) The catalyst class is: 47. Product: [N:24]12[CH2:29][CH2:28][CH:27]([CH2:26][CH2:25]1)[C@H:22]([NH:21][C:19]([C:18]1[CH:30]=[CH:31][C:15]([C:6]3[CH:7]=[CH:8][C:3]([C:2]([F:13])([F:12])[F:1])=[CH:4][CH:5]=3)=[CH:16][CH:17]=1)=[O:20])[CH2:23]2. Reactant: [F:1][C:2]([F:13])([F:12])[C:3]1[CH:8]=[CH:7][C:6](B(O)O)=[CH:5][CH:4]=1.I[C:15]1[CH:31]=[CH:30][C:18]([C:19]([NH:21][C@H:22]2[CH:27]3[CH2:28][CH2:29][N:24]([CH2:25][CH2:26]3)[CH2:23]2)=[O:20])=[CH:17][CH:16]=1.C(=O)([O-])[O-].[Cs+].[Cs+]. (3) Reactant: Cl[C:2]([O:4][CH3:5])=[O:3].[NH2:6][CH2:7][C@H:8]1[O:12][C:11](=[O:13])[N:10]([C:14]2[CH:15]=[C:16]3[C:20](=[C:21]([F:23])[CH:22]=2)[N:19]([CH2:24][CH3:25])[C:18](=[O:26])[CH2:17]3)[CH2:9]1.C(N(C(C)C)CC)(C)C. Product: [CH3:5][O:4][C:2](=[O:3])[NH:6][CH2:7][C@@H:8]1[O:12][C:11](=[O:13])[N:10]([C:14]2[CH:15]=[C:16]3[C:20](=[C:21]([F:23])[CH:22]=2)[N:19]([CH2:24][CH3:25])[C:18](=[O:26])[CH2:17]3)[CH2:9]1. The catalyst class is: 4. (4) The catalyst class is: 39. Product: [Cl:11][C:4]1[CH:3]=[C:2]([CH:7]=[C:6]([O:8][CH3:9])[C:5]=1[O:10][C:19]1[CH:20]=[C:15]([Cl:14])[N:16]=[CH:17][N:18]=1)[NH2:1]. Reactant: [NH2:1][C:2]1[CH:7]=[C:6]([O:8][CH3:9])[C:5]([OH:10])=[C:4]([Cl:11])[CH:3]=1.[H-].[Na+].[Cl:14][C:15]1[CH:20]=[C:19](Cl)[N:18]=[CH:17][N:16]=1. (5) Reactant: C([O:8][C:9]1[C:10]2[CH:29]=[CH:28][CH:27]=[CH:26][C:11]=2[C:12]2[C@H:13]([CH2:24][Cl:25])[CH2:14][N:15]([C:18](=[O:23])[C:19]([F:22])([F:21])[F:20])[C:16]=2[CH:17]=1)C1C=CC=CC=1.C([O-])=O.[NH4+]. Product: [Cl:25][CH2:24][C@H:13]1[C:12]2[C:11]3[CH:26]=[CH:27][CH:28]=[CH:29][C:10]=3[C:9]([OH:8])=[CH:17][C:16]=2[N:15]([C:18](=[O:23])[C:19]([F:22])([F:20])[F:21])[CH2:14]1. The catalyst class is: 123. (6) Reactant: [Br:1][C:2]1[CH:3]=[C:4]2[C:8](=[CH:9][CH:10]=1)[NH:7][N:6]=[C:5]2[CH3:11].[H-].[Na+].[CH3:14][Si:15]([CH3:22])([CH3:21])[CH2:16][CH2:17][O:18][CH2:19]Cl.C(OCC)(=O)C. Product: [Br:1][C:2]1[CH:3]=[C:4]2[C:8](=[CH:9][CH:10]=1)[N:7]([CH2:19][O:18][CH2:17][CH2:16][Si:15]([CH3:22])([CH3:21])[CH3:14])[N:6]=[C:5]2[CH3:11]. The catalyst class is: 3.